This data is from Full USPTO retrosynthesis dataset with 1.9M reactions from patents (1976-2016). The task is: Predict the reactants needed to synthesize the given product. (1) Given the product [NH2:37][C:41]1[CH:42]=[CH:43][CH:44]=[CH:45][C:40]=1[NH:39][C:21](=[O:22])/[CH:20]=[CH:19]/[C:16]1[CH:17]=[CH:18][C:13]([CH2:12][NH:11][C:1]23[CH2:10][CH:5]4[CH2:4][CH:3]([CH2:9][CH:7]([CH2:6]4)[CH2:8]2)[CH2:2]3)=[CH:14][CH:15]=1, predict the reactants needed to synthesize it. The reactants are: [C:1]12([NH:11][CH2:12][C:13]3[CH:18]=[CH:17][C:16](/[CH:19]=[CH:20]/[C:21](O)=[O:22])=[CH:15][CH:14]=3)[CH2:10][CH:5]3[CH2:6][CH:7]([CH2:9][CH:3]([CH2:4]3)[CH2:2]1)[CH2:8]2.Cl.CN(C)CCCN=C=NCC.O[N:37]1[C:41]2[CH:42]=[CH:43][CH:44]=[CH:45][C:40]=2[N:39]=N1.C1(N)C=CC=CC=1N.C(N(CC)CC)C. (2) The reactants are: [NH2:1][C@@H:2]1[CH2:6][C@H:5]([O:7][CH2:8][CH2:9][OH:10])[C@@H:4]([OH:11])[C@H:3]1[OH:12].[Cl:13][C:14]1[C:19]([NH2:20])=[C:18](Cl)[N:17]=[C:16]([S:22][CH2:23][CH2:24][CH3:25])[N:15]=1.[N:26](CCO)(CCO)CCO.N([O-])=O.[Na+]. Given the product [Cl:13][C:14]1[C:19]2[N:20]=[N:26][N:1]([C@@H:2]3[CH2:6][C@H:5]([O:7][CH2:8][CH2:9][OH:10])[C@@H:4]([OH:11])[C@H:3]3[OH:12])[C:18]=2[N:17]=[C:16]([S:22][CH2:23][CH2:24][CH3:25])[N:15]=1, predict the reactants needed to synthesize it.